This data is from Catalyst prediction with 721,799 reactions and 888 catalyst types from USPTO. The task is: Predict which catalyst facilitates the given reaction. (1) Reactant: [CH:1]([N:4]([CH3:23])[C:5]1[CH:14]=[CH:13][C:12]2[CH2:11][N:10](C(OC(C)(C)C)=O)[CH2:9][C@@H:8]([CH3:22])[C:7]=2[N:6]=1)([CH3:3])[CH3:2].C(OCC)(=O)C.[ClH:30]. Product: [ClH:30].[CH:1]([N:4]([CH3:23])[C:5]1[CH:14]=[CH:13][C:12]2[CH2:11][NH:10][CH2:9][C@@H:8]([CH3:22])[C:7]=2[N:6]=1)([CH3:3])[CH3:2]. The catalyst class is: 5. (2) Product: [F:42][C:39]([F:40])([F:41])[CH2:38][O:37][C:29]1[CH:28]=[C:27]([C:25]2[CH:24]=[C:23]([C:43]([F:45])([F:46])[F:44])[N:22]=[C:21]([C:17]3[CH:16]=[C:15]([C:11]4[CH:12]=[CH:13][CH:14]=[C:9]([S:6]([NH2:5])(=[O:8])=[O:7])[CH:10]=4)[CH:20]=[CH:19][CH:18]=3)[N:26]=2)[CH:32]=[CH:31][C:30]=1[C:33]([F:34])([F:35])[F:36]. The catalyst class is: 4. Reactant: C([NH:5][S:6]([C:9]1[CH:10]=[C:11]([C:15]2[CH:20]=[CH:19][CH:18]=[C:17]([C:21]3[N:26]=[C:25]([C:27]4[CH:32]=[CH:31][C:30]([C:33]([F:36])([F:35])[F:34])=[C:29]([O:37][CH2:38][C:39]([F:42])([F:41])[F:40])[CH:28]=4)[CH:24]=[C:23]([C:43]([F:46])([F:45])[F:44])[N:22]=3)[CH:16]=2)[CH:12]=[CH:13][CH:14]=1)(=[O:8])=[O:7])(C)(C)C.C(O)(C(F)(F)F)=O. (3) The catalyst class is: 590. Reactant: I[C:2]1[CH:3]=[CH:4][N:5]2[C:10]=1[C:9](=[O:11])[N:8]([C:12]1[CH:17]=[CH:16][CH:15]=[CH:14][CH:13]=1)[C:7]([C@@H:18]([NH:20][C:21](=[O:27])[O:22][C:23]([CH3:26])([CH3:25])[CH3:24])[CH3:19])=[N:6]2.[C:28]1([SH:34])[CH:33]=[CH:32][CH:31]=[CH:30][CH:29]=1.C(=O)([O-])[O-].[K+].[K+]. Product: [O:11]=[C:9]1[C:10]2=[C:2]([S:34][C:28]3[CH:33]=[CH:32][CH:31]=[CH:30][CH:29]=3)[CH:3]=[CH:4][N:5]2[N:6]=[C:7]([C@@H:18]([NH:20][C:21](=[O:27])[O:22][C:23]([CH3:26])([CH3:25])[CH3:24])[CH3:19])[N:8]1[C:12]1[CH:17]=[CH:16][CH:15]=[CH:14][CH:13]=1.